This data is from Peptide-MHC class I binding affinity with 185,985 pairs from IEDB/IMGT. The task is: Regression. Given a peptide amino acid sequence and an MHC pseudo amino acid sequence, predict their binding affinity value. This is MHC class I binding data. (1) The peptide sequence is VNYGYQRL. The MHC is H-2-Db with pseudo-sequence H-2-Db. The binding affinity (normalized) is 0. (2) The peptide sequence is LATSIYTIER. The MHC is HLA-A03:01 with pseudo-sequence HLA-A03:01. The binding affinity (normalized) is 0.347. (3) The peptide sequence is LLAQFTSAI. The MHC is HLA-A02:06 with pseudo-sequence HLA-A02:06. The binding affinity (normalized) is 0.375. (4) The peptide sequence is VLFVKKMLPK. The MHC is HLA-A68:01 with pseudo-sequence HLA-A68:01. The binding affinity (normalized) is 0.283. (5) The peptide sequence is TNAMVTLRK. The MHC is HLA-A03:01 with pseudo-sequence HLA-A03:01. The binding affinity (normalized) is 0.190.